Task: Predict the reactants needed to synthesize the given product.. Dataset: Full USPTO retrosynthesis dataset with 1.9M reactions from patents (1976-2016) (1) Given the product [CH3:13][C:6]1[CH:7]=[CH:2][C:3]([O:11][CH3:12])=[CH:4][C:5]=1[NH2:8], predict the reactants needed to synthesize it. The reactants are: C[C:2]1[CH:7]=[CH:6][C:5]([N+:8]([O-])=O)=[CH:4][C:3]=1[O:11][CH3:12].[CH2:13](O)C. (2) Given the product [ClH:1].[Cl:1][C:2]1[C:3]2[NH:12][C:19]3[CH2:20][CH2:21][NH:16][CH2:17][C:18]=3[C:4]=2[C:5]([C:8]([F:11])([F:10])[F:9])=[CH:6][CH:7]=1, predict the reactants needed to synthesize it. The reactants are: [Cl:1][C:2]1[CH:7]=[CH:6][C:5]([C:8]([F:11])([F:10])[F:9])=[CH:4][C:3]=1[NH:12]N.O.Cl.[NH:16]1[CH2:21][CH2:20][C:19](=O)[CH2:18][CH2:17]1. (3) Given the product [CH:26]1([CH2:25][O:24][C:18]2[C:19]([CH3:23])=[CH:20][CH:21]=[CH:22][C:17]=2[C:16]([NH:15][C:6]2([C:4]([OH:5])=[O:3])[CH2:7][C:8]3[C:13](=[CH:12][CH:11]=[CH:10][CH:9]=3)[CH2:14]2)=[O:29])[CH2:27][CH2:28]1, predict the reactants needed to synthesize it. The reactants are: C([O:3][C:4]([C:6]1([NH:15][C:16](=[O:29])[C:17]2[CH:22]=[CH:21][CH:20]=[C:19]([CH3:23])[C:18]=2[O:24][CH2:25][CH:26]2[CH2:28][CH2:27]2)[CH2:14][C:13]2[C:8](=[CH:9][CH:10]=[CH:11][CH:12]=2)[CH2:7]1)=[O:5])C.[OH-].[K+].O. (4) Given the product [CH2:1]([O:8][C:9]([C:11]1[C:19]([CH3:20])=[C:18]2[C:14]([C:15]3[CH2:21][CH2:22][O:23][C:25]([CH2:30][C:31]([O:33][CH2:34][CH3:35])=[O:32])([CH2:26][CH2:27][CH3:28])[C:16]=3[NH:17]2)=[C:13]([Br:24])[CH:12]=1)=[O:10])[C:2]1[CH:3]=[CH:4][CH:5]=[CH:6][CH:7]=1, predict the reactants needed to synthesize it. The reactants are: [CH2:1]([O:8][C:9]([C:11]1[C:19]([CH3:20])=[C:18]2[C:14]([C:15]([CH2:21][CH2:22][OH:23])=[CH:16][NH:17]2)=[C:13]([Br:24])[CH:12]=1)=[O:10])[C:2]1[CH:7]=[CH:6][CH:5]=[CH:4][CH:3]=1.[C:25]([CH2:30][C:31]([O:33][CH2:34][CH3:35])=[O:32])(=O)[CH2:26][CH2:27][CH3:28].ClCCl.B(F)(F)F.CCOCC. (5) Given the product [C:1]([O:5][C:6](=[O:20])[NH:7][C:8]1[CH:13]=[CH:12][C:11]([O:14][C:15]([F:18])([F:17])[F:16])=[CH:10][C:9]=1[NH:19][C:26](=[O:25])[CH2:27][C:28](=[O:41])[C:29]1[CH:34]=[CH:33][CH:32]=[C:31]([C:35]2[CH:36]=[N:37][CH:38]=[CH:39][CH:40]=2)[CH:30]=1)([CH3:4])([CH3:2])[CH3:3], predict the reactants needed to synthesize it. The reactants are: [C:1]([O:5][C:6](=[O:20])[NH:7][C:8]1[CH:13]=[CH:12][C:11]([O:14][C:15]([F:18])([F:17])[F:16])=[CH:10][C:9]=1[NH2:19])([CH3:4])([CH3:3])[CH3:2].C([O:25][C:26](=O)[CH2:27][C:28](=[O:41])[C:29]1[CH:34]=[CH:33][CH:32]=[C:31]([C:35]2[CH:36]=[N:37][CH:38]=[CH:39][CH:40]=2)[CH:30]=1)(C)(C)C. (6) Given the product [F:12][C:13]1[C:18]([O:8][C:7](=[O:9])[C:6]2[CH:10]=[CH:11][C:3]([CH2:2][Br:1])=[CH:4][CH:5]=2)=[C:17]([F:20])[C:16]([F:21])=[C:15]([F:22])[C:14]=1[F:23], predict the reactants needed to synthesize it. The reactants are: [Br:1][CH2:2][C:3]1[CH:11]=[CH:10][C:6]([C:7]([OH:9])=[O:8])=[CH:5][CH:4]=1.[F:12][C:13]1[C:18](O)=[C:17]([F:20])[C:16]([F:21])=[C:15]([F:22])[C:14]=1[F:23]. (7) Given the product [CH2:32]([C:34]1[N:39]=[C:38]([NH:40][C:28]([N:13]2[C@@H:14]3[CH2:18][N:17]([CH2:16][CH2:15]3)[C:11]3[CH:10]=[CH:9][C:8]([C:6]4[CH:5]=[CH:4][N:3]=[C:2]([CH3:1])[CH:7]=4)=[N:19][C:12]2=3)=[O:27])[CH:37]=[N:36][CH:35]=1)[CH3:33], predict the reactants needed to synthesize it. The reactants are: [CH3:1][C:2]1[CH:7]=[C:6]([C:8]2[CH:9]=[CH:10][C:11]3[N:17]4[CH2:18][C@H:14]([CH2:15][CH2:16]4)[NH:13][C:12]=3[N:19]=2)[CH:5]=[CH:4][N:3]=1.C([O:27][C:28](Cl)(Cl)Cl)(OC(Cl)(Cl)Cl)=O.[CH2:32]([C:34]1[N:39]=[C:38]([NH2:40])[CH:37]=[N:36][CH:35]=1)[CH3:33].C(N(CC)CC)C.